From a dataset of Forward reaction prediction with 1.9M reactions from USPTO patents (1976-2016). Predict the product of the given reaction. (1) Given the reactants [CH2:1]([OH:9])[CH2:2][CH2:3][CH2:4][CH2:5][CH2:6][CH2:7][CH3:8].C([O-])(=[O:12])C.P([O-])([O-])([O-])=O, predict the reaction product. The product is: [CH2:1]([OH:9])[CH2:2][CH2:3][CH2:4][CH2:5][CH2:6][CH2:7][CH3:8].[OH2:12]. (2) The product is: [Cl:50][C:49]1[CH:48]=[CH:47][C:46]([CH2:51][N:52]([CH2:53][CH3:54])[C:61]([C:59]2[N:58]=[CH:57][NH:56][CH:60]=2)=[O:63])=[C:45]([F:55])[C:44]=1[O:43][C:41]1[CH:40]=[C:37]([C:38]#[N:39])[CH:36]=[C:35]([Cl:34])[CH:42]=1. Given the reactants CCN(C(C)C)C(C)C.CN(C(ON1N=NC2C=CC=NC1=2)=[N+](C)C)C.F[P-](F)(F)(F)(F)F.[Cl:34][C:35]1[CH:36]=[C:37]([CH:40]=[C:41]([O:43][C:44]2[C:49]([Cl:50])=[CH:48][CH:47]=[C:46]([CH2:51][NH:52][CH2:53][CH3:54])[C:45]=2[F:55])[CH:42]=1)[C:38]#[N:39].[NH:56]1[CH:60]=[C:59]([C:61]([OH:63])=O)[N:58]=[CH:57]1.C([O-])(O)=O.[Na+], predict the reaction product. (3) Given the reactants [NH2:1][C:2]1[N:7]=[C:6](OS(C(F)(F)F)(=O)=O)[C:5]([N+:16]([O-:18])=[O:17])=[C:4]([C:19]2[O:20][CH:21]=[CH:22][CH:23]=2)[N:3]=1.[CH2:24]([NH2:32])[CH2:25][C:26]1[CH:31]=[CH:30][CH:29]=[CH:28][CH:27]=1, predict the reaction product. The product is: [O:20]1[CH:21]=[CH:22][CH:23]=[C:19]1[C:4]1[N:3]=[C:2]([NH2:1])[N:7]=[C:6]([NH:32][CH2:24][CH2:25][C:26]2[CH:31]=[CH:30][CH:29]=[CH:28][CH:27]=2)[C:5]=1[N+:16]([O-:18])=[O:17].